From a dataset of Full USPTO retrosynthesis dataset with 1.9M reactions from patents (1976-2016). Predict the reactants needed to synthesize the given product. (1) The reactants are: I[CH:2]1[CH2:5][N:4]([C:6]([O:8][C:9]([CH3:12])([CH3:11])[CH3:10])=[O:7])[CH2:3]1.[CH3:13][NH2:14]. Given the product [NH3:4].[CH3:13][NH:14][CH:2]1[CH2:5][N:4]([C:6]([O:8][C:9]([CH3:12])([CH3:11])[CH3:10])=[O:7])[CH2:3]1, predict the reactants needed to synthesize it. (2) Given the product [NH2:19][C:7]1[C:8]([O:17][CH3:18])=[C:9]([N:11]([CH3:16])[S:12]([CH3:15])(=[O:14])=[O:13])[CH:10]=[C:5]([C:1]([CH3:3])([CH3:4])[CH3:2])[CH:6]=1, predict the reactants needed to synthesize it. The reactants are: [C:1]([C:5]1[CH:6]=[C:7]([N+:19]([O-])=O)[C:8]([O:17][CH3:18])=[C:9]([N:11]([CH3:16])[S:12]([CH3:15])(=[O:14])=[O:13])[CH:10]=1)([CH3:4])([CH3:3])[CH3:2]. (3) Given the product [C:40]([C:39]1[CH:38]=[CH:37][C:36]([N:35]2[C:31]([C:16]3[N:17]([C:49]([NH:46][CH2:44][CH3:45])=[O:3])[C:18](=[O:30])[N:19]([C:20]4[CH:25]=[CH:24][CH:23]=[C:22]([C:26]([F:29])([F:28])[F:27])[CH:21]=4)[C:15]=3[CH3:14])=[CH:32][CH:33]=[N:34]2)=[CH:43][CH:42]=1)#[N:41], predict the reactants needed to synthesize it. The reactants are: ClC(OC1C=CC([N+]([O-])=O)=CC=1)=[O:3].[CH3:14][C:15]1[N:19]([C:20]2[CH:25]=[CH:24][CH:23]=[C:22]([C:26]([F:29])([F:28])[F:27])[CH:21]=2)[C:18](=[O:30])[NH:17][C:16]=1[C:31]1[N:35]([C:36]2[CH:43]=[CH:42][C:39]([C:40]#[N:41])=[CH:38][CH:37]=2)[N:34]=[CH:33][CH:32]=1.[CH2:44]([N:46]([CH2:49]C)CC)[CH3:45].C(N)C. (4) Given the product [CH3:1][O:2][C:3]1[CH:4]=[C:5]2[C:9](=[CH:10][CH:11]=1)[NH:8][N:7]=[C:6]2[C:12]([NH:14][CH2:15][CH:16]1[CH2:21][CH2:20][N:19]([CH2:22][C:23]2[O:35][CH:25]=[C:26]([C:28]([O:30][CH3:31])=[O:29])[N:27]=2)[CH2:18][CH2:17]1)=[O:13], predict the reactants needed to synthesize it. The reactants are: [CH3:1][O:2][C:3]1[CH:4]=[C:5]2[C:9](=[CH:10][CH:11]=1)[NH:8][N:7]=[C:6]2[C:12]([NH:14][CH2:15][CH:16]1[CH2:21][CH2:20][N:19]([CH2:22][C:23]2S[CH:25]=[C:26]([C:28]([O:30][CH3:31])=[O:29])[N:27]=2)[CH2:18][CH2:17]1)=[O:13].ClCC1[O:35]C=C(C(OC)=O)N=1. (5) Given the product [CH:11]1([NH:1][CH2:2][C:3]([F:10])([F:9])[C:4]([O:6][CH2:7][CH3:8])=[O:5])[CH2:15][CH2:14][CH2:13][CH2:12]1, predict the reactants needed to synthesize it. The reactants are: [NH2:1][CH2:2][C:3]([F:10])([F:9])[C:4]([O:6][CH2:7][CH3:8])=[O:5].[C:11]1(=O)[CH2:15][CH2:14][CH2:13][CH2:12]1.C([O-])(=O)C.[Na+].[BH-](OC(C)=O)(OC(C)=O)OC(C)=O.[Na+].C(=O)(O)[O-].[Na+].